This data is from Reaction yield outcomes from USPTO patents with 853,638 reactions. The task is: Predict the reaction yield, written as a fraction of the theoretical maximum amount of product (1.0 means a 100% yield; for example, 0.34 means a 34% yield). (1) The reactants are [F:1][C:2]1[C:8]([F:9])=[CH:7][C:5]([NH2:6])=[C:4]([N+:10]([O-])=O)[CH:3]=1. The catalyst is [Pd].CO. The product is [F:1][C:2]1[CH:3]=[C:4]([NH2:10])[C:5]([NH2:6])=[CH:7][C:8]=1[F:9]. The yield is 0.970. (2) The reactants are BrC1C=CC(CC[C@@](C)(S(C)(=O)=O)C(O)=O)=CC=1.O1CCCCC1ON.[Br:27][C:28]1[CH:33]=[CH:32][C:31]([CH2:34][CH2:35][C:36]([CH3:51])([S:47]([CH3:50])(=[O:49])=[O:48])[C:37]([NH:39][O:40][CH:41]2[CH2:46][CH2:45][CH2:44][CH2:43][O:42]2)=[O:38])=[CH:30][CH:29]=1. No catalyst specified. The product is [Br:27][C:28]1[CH:33]=[CH:32][C:31]([CH2:34][CH2:35][C@@:36]([CH3:51])([S:47]([CH3:50])(=[O:49])=[O:48])[C:37]([NH:39][O:40][CH:41]2[CH2:46][CH2:45][CH2:44][CH2:43][O:42]2)=[O:38])=[CH:30][CH:29]=1. The yield is 0.770. (3) The reactants are [C:1]([O:5][C:6](=[O:23])[NH:7][C:8]1[CH:13]=[CH:12][C:11]([CH2:14][CH2:15][CH2:16][CH2:17]O)=[C:10]([C:19]([F:22])([F:21])[F:20])[CH:9]=1)([CH3:4])([CH3:3])[CH3:2].CCN(S(F)(F)[F:30])CC. The catalyst is C(Cl)Cl. The product is [C:1]([O:5][C:6](=[O:23])[NH:7][C:8]1[CH:13]=[CH:12][C:11]([CH2:14][CH2:15][CH2:16][CH2:17][F:30])=[C:10]([C:19]([F:22])([F:21])[F:20])[CH:9]=1)([CH3:4])([CH3:3])[CH3:2]. The yield is 0.500. (4) The reactants are I[C:2]1[C:3]2[S:11][CH:10]=[C:9]([C:12]3[CH:17]=[CH:16][C:15]([O:18][C:19]4[CH:24]=[CH:23][CH:22]=[CH:21][CH:20]=4)=[CH:14][CH:13]=3)[C:4]=2[C:5]([NH2:8])=[N:6][CH:7]=1.[C:25]([O:29][C:30]([CH3:33])([CH3:32])[CH3:31])(=[O:28])[CH:26]=[CH2:27].C1C=CC(P(C2C=CC=CC=2)C2C=CC=CC=2)=CC=1.C([O-])([O-])=O.[Na+].[Na+]. The catalyst is CC([O-])=O.CC([O-])=O.[Pd+2].CN(C=O)C. The product is [NH2:8][C:5]1[C:4]2[C:9]([C:12]3[CH:17]=[CH:16][C:15]([O:18][C:19]4[CH:24]=[CH:23][CH:22]=[CH:21][CH:20]=4)=[CH:14][CH:13]=3)=[CH:10][S:11][C:3]=2[C:2](/[CH:27]=[CH:26]/[C:25]([O:29][C:30]([CH3:33])([CH3:32])[CH3:31])=[O:28])=[CH:7][N:6]=1. The yield is 0.760.